Dataset: Full USPTO retrosynthesis dataset with 1.9M reactions from patents (1976-2016). Task: Predict the reactants needed to synthesize the given product. The reactants are: Br[C:2]1[N:6]2[CH:7]=[C:8]([CH:22]3[CH2:24][CH2:23]3)[C:9]([O:11][CH2:12][C:13]34[CH2:20][CH2:19][C:16]([F:21])([CH2:17][CH2:18]3)[CH2:15][CH2:14]4)=[CH:10][C:5]2=[N:4][N:3]=1.CS(N)(=O)=O.[CH:30]1([S:33]([NH2:36])(=[O:35])=[O:34])[CH2:32][CH2:31]1. Given the product [CH:22]1([C:8]2[C:9]([O:11][CH2:12][C:13]34[CH2:18][CH2:17][C:16]([F:21])([CH2:19][CH2:20]3)[CH2:15][CH2:14]4)=[CH:10][C:5]3[N:6]([C:2]([NH:36][S:33]([CH:30]4[CH2:32][CH2:31]4)(=[O:35])=[O:34])=[N:3][N:4]=3)[CH:7]=2)[CH2:24][CH2:23]1, predict the reactants needed to synthesize it.